Dataset: Forward reaction prediction with 1.9M reactions from USPTO patents (1976-2016). Task: Predict the product of the given reaction. (1) The product is: [Br:1][C:2]1[CH:9]=[CH:8][C:5]([CH2:6][NH:7][CH2:12][CH2:11][CH2:17][S:14]([OH:16])(=[O:15])=[O:13])=[C:4]([F:10])[CH:3]=1. Given the reactants [Br:1][C:2]1[CH:9]=[CH:8][C:5]([CH2:6][NH2:7])=[C:4]([F:10])[CH:3]=1.[CH2:11]1[CH2:17][S:14](=[O:16])(=[O:15])[O:13][CH2:12]1, predict the reaction product. (2) Given the reactants O[C:2]1([C:14]2[NH:15][CH:16]=[N:17][CH:18]=2)[CH2:11][CH2:10][CH2:9][C:8]2[CH:7]=[C:6]([C:12]#[N:13])[CH:5]=[CH:4][C:3]1=2.[SH:19][CH2:20][C:21]([O:23][CH2:24][CH3:25])=[O:22].[OH-].[Na+], predict the reaction product. The product is: [C:12]([C:6]1[CH:7]=[C:8]2[C:3](=[CH:4][CH:5]=1)[C:2]([S:19][CH2:20][C:21]([O:23][CH2:24][CH3:25])=[O:22])([C:14]1[N:15]=[CH:16][NH:17][CH:18]=1)[CH2:11][CH2:10][CH2:9]2)#[N:13]. (3) Given the reactants C(O[C:4](=[O:17])[CH2:5][C:6](=O)[CH2:7][CH2:8][C:9]1[CH:14]=[CH:13][CH:12]=[CH:11][C:10]=1[F:15])C.[NH2:18][C:19]1[CH:23]=[C:22]([CH3:24])[NH:21][N:20]=1.O, predict the reaction product. The product is: [F:15][C:10]1[CH:11]=[CH:12][CH:13]=[CH:14][C:9]=1[CH2:8][CH2:7][C:6]1[CH:5]=[C:4]([OH:17])[N:20]2[N:21]=[C:22]([CH3:24])[CH:23]=[C:19]2[N:18]=1. (4) Given the reactants [CH3:1][S:2]([C:5]1[CH:10]=[CH:9][C:8]([OH:11])=[CH:7][CH:6]=1)(=[O:4])=[O:3].Br[CH2:13][C:14]#[C:15][CH3:16].C(=O)([O-])[O-].[K+].[K+], predict the reaction product. The product is: [CH2:13]([O:11][C:8]1[CH:9]=[CH:10][C:5]([S:2]([CH3:1])(=[O:3])=[O:4])=[CH:6][CH:7]=1)[C:14]#[C:15][CH3:16]. (5) Given the reactants Br[C:2]1[C:3]([F:11])=[CH:4][CH:5]=[C:6]2[C:10]=1[NH:9][CH:8]=[CH:7]2.[CH3:12][N:13](C=O)C, predict the reaction product. The product is: [F:11][C:3]1[C:2]([C:12]#[N:13])=[C:10]2[C:6]([CH:7]=[CH:8][NH:9]2)=[CH:5][CH:4]=1. (6) Given the reactants [CH:1]1([CH2:7][O:8][C:9]2[C:10]3[N:11]([C:15]([C:19]([NH:21][C@H:22]([CH2:31][CH:32]([CH3:34])[CH3:33])[CH2:23][C:24]([O:26]C(C)(C)C)=[O:25])=[O:20])=[C:16]([CH3:18])[N:17]=3)[CH:12]=[CH:13][CH:14]=2)[CH2:6][CH2:5][CH2:4][CH2:3][CH2:2]1.FC(F)(F)C(O)=O, predict the reaction product. The product is: [CH:1]1([CH2:7][O:8][C:9]2[C:10]3[N:11]([C:15]([C:19]([NH:21][C@H:22]([CH2:31][CH:32]([CH3:34])[CH3:33])[CH2:23][C:24]([OH:26])=[O:25])=[O:20])=[C:16]([CH3:18])[N:17]=3)[CH:12]=[CH:13][CH:14]=2)[CH2:2][CH2:3][CH2:4][CH2:5][CH2:6]1. (7) Given the reactants CCN=C=NCCCN(C)C.[Cl:12][C:13]1[CH:21]=[N:20][CH:19]=[CH:18][C:14]=1[C:15]([OH:17])=O.[NH2:22][C:23]1[CH:28]=[C:27]([C:29]([F:35])([F:34])[C:30]([F:33])([F:32])[F:31])[CH:26]=[CH:25][C:24]=1[OH:36], predict the reaction product. The product is: [Cl:12][C:13]1[CH:21]=[N:20][CH:19]=[CH:18][C:14]=1[C:15]([NH:22][C:23]1[CH:28]=[C:27]([C:29]([F:34])([F:35])[C:30]([F:31])([F:32])[F:33])[CH:26]=[CH:25][C:24]=1[OH:36])=[O:17].